From a dataset of Full USPTO retrosynthesis dataset with 1.9M reactions from patents (1976-2016). Predict the reactants needed to synthesize the given product. (1) Given the product [CH3:1][O:2][C:3](=[O:16])[CH2:4][C:5]1[CH:10]=[CH:9][CH:8]=[C:7]([O:11][CH2:12][CH2:13][CH2:14][N:21]([CH2:20][C:19]2[CH:31]=[CH:32][CH:33]=[C:34]([C:35]([F:36])([F:37])[F:38])[C:18]=2[Cl:17])[CH2:22][C@H:23]([C:25]2[CH:26]=[CH:27][CH:28]=[CH:29][CH:30]=2)[CH3:24])[CH:6]=1, predict the reactants needed to synthesize it. The reactants are: [CH3:1][O:2][C:3](=[O:16])[CH2:4][C:5]1[CH:10]=[CH:9][CH:8]=[C:7]([O:11][CH2:12][CH2:13][CH2:14]Br)[CH:6]=1.[Cl:17][C:18]1[C:34]([C:35]([F:38])([F:37])[F:36])=[CH:33][CH:32]=[CH:31][C:19]=1[CH2:20][NH:21][CH2:22][C@H:23]([C:25]1[CH:30]=[CH:29][CH:28]=[CH:27][CH:26]=1)[CH3:24].C(=O)([O-])[O-].[K+].[K+]. (2) Given the product [CH3:34][N:35]([C@H:36]1[C:45]2[C:40](=[CH:41][CH:42]=[CH:43][CH:44]=2)[CH2:39][CH2:38][CH2:37]1)[C:21]([C:19]1[CH:18]=[N:17][N:16]([CH:13]2[CH2:12][CH2:11][N:10]([C:8](=[O:9])[CH2:7][N:6]3[C:2]([CH3:1])=[CH:3][C:4]([C:24]([F:26])([F:25])[F:27])=[N:5]3)[CH2:15][CH2:14]2)[N:20]=1)=[O:23], predict the reactants needed to synthesize it. The reactants are: [CH3:1][C:2]1[N:6]([CH2:7][C:8]([N:10]2[CH2:15][CH2:14][CH:13]([N:16]3[N:20]=[C:19]([C:21]([OH:23])=O)[CH:18]=[N:17]3)[CH2:12][CH2:11]2)=[O:9])[N:5]=[C:4]([C:24]([F:27])([F:26])[F:25])[CH:3]=1.C(Cl)(=O)C(Cl)=O.[CH3:34][NH:35][C@H:36]1[C:45]2[C:40](=[CH:41][CH:42]=[CH:43][CH:44]=2)[CH2:39][CH2:38][CH2:37]1.C(N(CC)CC)C.